Dataset: Reaction yield outcomes from USPTO patents with 853,638 reactions. Task: Predict the reaction yield, written as a fraction of the theoretical maximum amount of product (1.0 means a 100% yield; for example, 0.34 means a 34% yield). (1) The reactants are [CH2:1]([O:3][C:4](=[O:21])[C:5]1[CH:13]=[C:12]([C:14](=[O:20])[N:15]([CH3:19])[CH2:16][CH2:17][CH3:18])[CH:11]=[C:7]([C:8]([OH:10])=O)[CH:6]=1)[CH3:2].Cl.CN(C)CCCN=C=[N:30][CH2:31][CH3:32].C1COCC1.[F-].C([N+:44](CCCC)(CCCC)CCCC)CCC. The catalyst is ClCCl. The product is [CH2:1]([O:3][C:4](=[O:21])[C:5]1[CH:6]=[C:7]([C:8]2[O:10][N:44]=[C:31]([CH3:32])[N:30]=2)[CH:11]=[C:12]([C:14]([N:15]([CH3:19])[CH2:16][CH2:17][CH3:18])=[O:20])[CH:13]=1)[CH3:2]. The yield is 0.360. (2) The reactants are C([O:5][C:6](=O)[C@@H:7]([O:9][C:10]1[CH:31]=[CH:30][C:13]2[C:14]3[N:18]([CH2:19][CH2:20][O:21][C:12]=2[CH:11]=1)[CH:17]=[C:16]([C:22]1[N:23]([CH:27]([CH3:29])[CH3:28])[N:24]=[CH:25][N:26]=1)[N:15]=3)[CH3:8])(C)(C)C.C(O)(C(F)(F)F)=O.C[N:41](C(ON1N=NC2C=CC=NC1=2)=[N+](C)C)C.F[P-](F)(F)(F)(F)F.[Cl-].[NH4+].C(N(CC)CC)C. The catalyst is C(Cl)Cl. The product is [CH:27]([N:23]1[C:22]([C:16]2[N:15]=[C:14]3[C:13]4[CH:30]=[CH:31][C:10]([O:9][C@@H:7]([CH3:8])[C:6]([NH2:41])=[O:5])=[CH:11][C:12]=4[O:21][CH2:20][CH2:19][N:18]3[CH:17]=2)=[N:26][CH:25]=[N:24]1)([CH3:29])[CH3:28]. The yield is 0.900. (3) The yield is 0.180. The catalyst is C(OCC)(=O)C.C(=O)([O-])O.[Na+]. The reactants are [CH2:1](O)[CH3:2].O.[S:5]1[CH:9]=[CH:8][CH:7]=[C:6]1[C:10]1[CH:11]=[C:12]2[C:16](=[CH:17][CH:18]=1)[NH:15][N:14]=[C:13]2[NH:19][C:20]([NH2:22])=[S:21].ClC(OCC)CCl. The product is [S:21]1[CH:2]=[CH:1][N:22]=[C:20]1[NH:19][C:13]1[C:12]2[C:16](=[CH:17][CH:18]=[C:10]([C:6]3[S:5][CH:9]=[CH:8][CH:7]=3)[CH:11]=2)[NH:15][N:14]=1. (4) The reactants are [N:1]([C:4]1[CH:14]=[CH:13][C:7]([C:8]([O:10][CH2:11][CH3:12])=[O:9])=[CH:6][CH:5]=1)=[C:2]=[O:3].[Cl:15][C:16]1[CH:22]=[CH:21][C:19]([NH2:20])=[CH:18][C:17]=1[C:23]([F:26])([F:25])[F:24]. The catalyst is C(Cl)Cl. The product is [Cl:15][C:16]1[CH:22]=[CH:21][C:19]([NH:20][C:2]([NH:1][C:4]2[CH:14]=[CH:13][C:7]([C:8]([O:10][CH2:11][CH3:12])=[O:9])=[CH:6][CH:5]=2)=[O:3])=[CH:18][C:17]=1[C:23]([F:24])([F:25])[F:26]. The yield is 0.970. (5) The reactants are [F:1][C:2]1[CH:3]=[C:4]([NH2:19])[CH:5]=[CH:6][C:7]=1[O:8][C:9]1[C:14]2=[C:15]([CH3:18])[CH:16]=[CH:17][N:13]2[N:12]=[CH:11][N:10]=1.[F:20][C:21]1[CH:26]=[CH:25][C:24]([N:27]2[CH:32]=[CH:31][CH:30]=[C:29]([C:33](Cl)=[O:34])[C:28]2=[O:36])=[CH:23][CH:22]=1. The catalyst is ClCCl.N1C=CC=CC=1. The product is [F:1][C:2]1[CH:3]=[C:4]([NH:19][C:33]([C:29]2[C:28](=[O:36])[N:27]([C:24]3[CH:23]=[CH:22][C:21]([F:20])=[CH:26][CH:25]=3)[CH:32]=[CH:31][CH:30]=2)=[O:34])[CH:5]=[CH:6][C:7]=1[O:8][C:9]1[C:14]2=[C:15]([CH3:18])[CH:16]=[CH:17][N:13]2[N:12]=[CH:11][N:10]=1. The yield is 0.610. (6) The reactants are Br([O-])(=O)=O.[Na+].[F:6][C:7]1[CH:14]=[CH:13][C:10]([CH2:11][OH:12])=[CH:9][CH:8]=1.CC[O:17]CC. The catalyst is C(#N)C.O. The product is [F:6][C:7]1[CH:14]=[CH:13][C:10]([C:11]([OH:17])=[O:12])=[CH:9][CH:8]=1. The yield is 0.860.